This data is from Forward reaction prediction with 1.9M reactions from USPTO patents (1976-2016). The task is: Predict the product of the given reaction. (1) The product is: [CH3:8][O:9][C:10]1[CH:11]=[C:12]([C:18]2[N:19]=[C:20]([N:23]([C:24]3[N:25]=[CH:26][C:27]4[C:32]([CH:33]=3)=[CH:31][CH:30]=[CH:29][CH:28]=4)[C:1](=[O:3])[CH3:2])[S:21][CH:22]=2)[CH:13]=[CH:14][C:15]=1[O:16][CH3:17]. Given the reactants [C:1](OC(=O)C)(=[O:3])[CH3:2].[CH3:8][O:9][C:10]1[CH:11]=[C:12]([C:18]2[N:19]=[C:20]([NH:23][C:24]3[N:25]=[CH:26][C:27]4[C:32]([CH:33]=3)=[CH:31][CH:30]=[CH:29][CH:28]=4)[S:21][CH:22]=2)[CH:13]=[CH:14][C:15]=1[O:16][CH3:17], predict the reaction product. (2) The product is: [CH2:19]([O:26][C:27]([N:14]1[CH2:17][CH:16]([OH:18])[CH2:15]1)=[O:28])[C:20]1[CH:25]=[CH:24][CH:23]=[CH:22][CH:21]=1. Given the reactants C([N:14]1[CH2:17][CH:16]([OH:18])[CH2:15]1)(C1C=CC=CC=1)C1C=CC=CC=1.[CH2:19]([O:26][C:27](Cl)=[O:28])[C:20]1[CH:25]=[CH:24][CH:23]=[CH:22][CH:21]=1.C(N(CC)CC)C, predict the reaction product. (3) Given the reactants C(O[C:6](=[O:12])[O:7][C:8]([CH3:11])([CH3:10])[CH3:9])(C)(C)C.CCCCCC.[NH2:19][C:20]1[C:25]([CH3:26])=[CH:24][CH:23]=[CH:22][N:21]=1, predict the reaction product. The product is: [CH3:26][C:25]1[C:20]([NH:19][C:6](=[O:12])[O:7][C:8]([CH3:9])([CH3:10])[CH3:11])=[N:21][CH:22]=[CH:23][CH:24]=1.